This data is from Reaction yield outcomes from USPTO patents with 853,638 reactions. The task is: Predict the reaction yield, written as a fraction of the theoretical maximum amount of product (1.0 means a 100% yield; for example, 0.34 means a 34% yield). (1) The reactants are Br[C:2]1[CH:3]=[C:4]([C:10]([O:12][CH3:13])=[O:11])[S:5][C:6]=1[CH2:7][CH2:8][CH3:9].C(=O)([O-])[O-].[K+].[K+].[CH3:20][N:21]1[C:25](B2OC(C)(C)C(C)(C)O2)=[CH:24][CH:23]=[N:22]1. The catalyst is CC(C)([P](C(C)(C)C)([Pd][P](C(C)(C)C)(C(C)(C)C)C(C)(C)C)C(C)(C)C)C. The product is [CH3:20][N:21]1[C:25]([C:2]2[CH:3]=[C:4]([C:10]([O:12][CH3:13])=[O:11])[S:5][C:6]=2[CH2:7][CH2:8][CH3:9])=[CH:24][CH:23]=[N:22]1. The yield is 0.990. (2) The reactants are [CH3:1][O:2][C:3]1[CH:12]=[C:11]2[C:6]([C:7](=[O:18])[CH:8]=[C:9]([CH:13]3[CH2:17][CH2:16][CH2:15][O:14]3)[O:10]2)=[CH:5][CH:4]=1.C(N(CC)CC)C. The catalyst is C(OCC)(=O)C.[Pd]. The product is [CH3:1][O:2][C:3]1[CH:12]=[C:11]2[C:6]([C:7](=[O:18])[CH2:8][CH:9]([CH:13]3[CH2:17][CH2:16][CH2:15][O:14]3)[O:10]2)=[CH:5][CH:4]=1. The yield is 0.141.